Predict the product of the given reaction. From a dataset of Forward reaction prediction with 1.9M reactions from USPTO patents (1976-2016). (1) The product is: [Cl:1][C:2]1[CH:7]=[CH:6][C:5]([O:8][C:14]2[CH:21]=[CH:20][C:17]([CH:18]=[O:19])=[CH:16][CH:15]=2)=[CH:4][C:3]=1[C:9]([F:10])([F:11])[F:12]. Given the reactants [Cl:1][C:2]1[CH:7]=[CH:6][C:5]([OH:8])=[CH:4][C:3]=1[C:9]([F:12])([F:11])[F:10].F[C:14]1[CH:21]=[CH:20][C:17]([CH:18]=[O:19])=[CH:16][CH:15]=1, predict the reaction product. (2) Given the reactants O.[C:2]([C:10]([OH:12])=[O:11])(=[O:9])C1C=CC=CC=1.[CH2:13](O)[CH2:14][CH:15]=[CH2:16], predict the reaction product. The product is: [C:10]([O:12][CH2:16][CH2:15][CH:14]=[CH2:13])(=[O:11])[CH:2]=[O:9]. (3) Given the reactants [NH2:1][C:2]1[C:11]2[N:10]=[CH:9][C:8]([CH2:12][CH2:13][C:14]3[CH:22]=[CH:21][C:17]([C:18](Cl)=[O:19])=[CH:16][C:15]=3[CH3:23])=[CH:7][C:6]=2[C:5]2[CH:24]=[CH:25][C:26]([CH3:28])=[CH:27][C:4]=2[N:3]=1.[NH:29]1[CH2:33][CH2:32][CH2:31][CH2:30]1, predict the reaction product. The product is: [NH2:1][C:2]1[C:11]2[N:10]=[CH:9][C:8]([CH2:12][CH2:13][C:14]3[CH:22]=[CH:21][C:17]([C:18]([N:29]4[CH2:33][CH2:32][CH2:31][CH2:30]4)=[O:19])=[CH:16][C:15]=3[CH3:23])=[CH:7][C:6]=2[C:5]2[CH:24]=[CH:25][C:26]([CH3:28])=[CH:27][C:4]=2[N:3]=1. (4) Given the reactants [CH:1](=[C:8]1/[N:9]=[C:10]([C:14]2[CH:19]=[C:18]([F:20])[CH:17]=[CH:16][C:15]=2[F:21])[NH:11][C:12]/1=[O:13])/[C:2]1[CH:7]=[CH:6][CH:5]=[CH:4][CH:3]=1.[C:22]1([CH3:32])[CH:27]=[CH:26][C:25](/[CH:28]=[CH:29]/[CH:30]=[O:31])=[CH:24][CH:23]=1, predict the reaction product. The product is: [F:21][C:15]1[CH:16]=[CH:17][C:18]([F:20])=[CH:19][C:14]=1[C:10]1[NH:11][C:12]2[O:13][C:30](=[O:31])[CH:29]([CH2:28][C:25]3[CH:26]=[CH:27][C:22]([CH3:32])=[CH:23][CH:24]=3)[CH:1]([C:2]3[CH:3]=[CH:4][CH:5]=[CH:6][CH:7]=3)[C:8]=2[N:9]=1.